Task: Regression. Given a peptide amino acid sequence and an MHC pseudo amino acid sequence, predict their binding affinity value. This is MHC class I binding data.. Dataset: Peptide-MHC class I binding affinity with 185,985 pairs from IEDB/IMGT (1) The peptide sequence is ITKGLGISYGR. The MHC is HLA-B58:01 with pseudo-sequence HLA-B58:01. The binding affinity (normalized) is 0. (2) The peptide sequence is VTVTNVLLY. The MHC is HLA-A02:01 with pseudo-sequence HLA-A02:01. The binding affinity (normalized) is 0.410. (3) The peptide sequence is EVSVPAEIL. The MHC is Patr-B0101 with pseudo-sequence Patr-B0101. The binding affinity (normalized) is 0. (4) The peptide sequence is IRQAGVQYS. The MHC is HLA-A02:03 with pseudo-sequence HLA-A02:03. The binding affinity (normalized) is 0. (5) The peptide sequence is KLDFIRNTK. The MHC is HLA-A69:01 with pseudo-sequence HLA-A69:01. The binding affinity (normalized) is 0.0847.